This data is from Catalyst prediction with 721,799 reactions and 888 catalyst types from USPTO. The task is: Predict which catalyst facilitates the given reaction. (1) Reactant: [C:1]1(Cl)[C:7](=O)[C:6](Cl)=[C:5](Cl)[C:3](=O)[C:2]=1Cl. Product: [CH3:2][C:7]1[CH:6]=[C:5]2[C:3](=[CH:5][CH:6]=[CH:7][CH:1]=[C:3]2[CH3:2])[CH:1]=1. The catalyst class is: 5. (2) Reactant: [C:1]([OH:7])([C:3]([F:6])([F:5])[F:4])=[O:2].[Cl:8][C:9]1[CH:10]=[C:11]([C:15]([OH:44])([C:38]2[CH:39]=[N:40][CH:41]=[CH:42][CH:43]=2)[C:16]([N:18]2[CH2:37][CH2:36][CH2:35][C@H:19]2[C:20]([NH:22][CH2:23][C:24]2[CH:29]=[CH:28][CH:27]=[CH:26][C:25]=2[N:30]2[CH:34]=[N:33][N:32]=[N:31]2)=[O:21])=[O:17])[CH:12]=[CH:13][CH:14]=1.C(=O)(O)[O-:46].[Na+].ClC1C=C(C=CC=1)C(OO)=O. The catalyst class is: 317. Product: [C:1]([OH:7])([C:3]([F:6])([F:5])[F:4])=[O:2].[Cl:8][C:9]1[CH:10]=[C:11]([C:15]([OH:44])([C:38]2[CH:39]=[N+:40]([O-:46])[CH:41]=[CH:42][CH:43]=2)[C:16]([N:18]2[CH2:37][CH2:36][CH2:35][C@H:19]2[C:20]([NH:22][CH2:23][C:24]2[CH:29]=[CH:28][CH:27]=[CH:26][C:25]=2[N:30]2[CH:34]=[N:33][N:32]=[N:31]2)=[O:21])=[O:17])[CH:12]=[CH:13][CH:14]=1. (3) Reactant: [CH2:1]([SH:3])[CH3:2].Cl[C:5]1[C:6]([C:11]#[N:12])=[N:7][CH:8]=[CH:9][CH:10]=1.CN(C=O)C.[H-].[Na+]. Product: [CH2:1]([S:3][C:5]1[C:6]([C:11]#[N:12])=[N:7][CH:8]=[CH:9][CH:10]=1)[CH3:2]. The catalyst class is: 6. (4) Reactant: [Br:1][C:2]1[C:3]([CH:10]=[N:11][S@:12]([C:14]([CH3:17])([CH3:16])[CH3:15])=[O:13])=[N:4][C:5]([S:8][CH3:9])=[N:6][CH:7]=1.[F:18][C:19]1[CH:20]=[C:21]([CH:25]=[C:26]([F:28])[CH:27]=1)[CH2:22][Mg]Br.[NH4+].[Cl-]. Product: [Br:1][C:2]1[C:3]([C@@H:10]([NH:11][S@:12]([C:14]([CH3:17])([CH3:16])[CH3:15])=[O:13])[CH2:22][C:21]2[CH:20]=[C:19]([F:18])[CH:27]=[C:26]([F:28])[CH:25]=2)=[N:4][C:5]([S:8][CH3:9])=[N:6][CH:7]=1. The catalyst class is: 1. (5) Reactant: [C:1]1([N:7]2[CH:11]=[CH:10][C:9]([NH2:12])=[N:8]2)[CH:6]=[CH:5][CH:4]=[CH:3][CH:2]=1.[CH3:13][C:14](=O)[CH2:15][CH2:16][C:17](=O)[CH3:18]. Product: [CH3:18][C:17]1[N:12]([C:9]2[CH:10]=[CH:11][N:7]([C:1]3[CH:2]=[CH:3][CH:4]=[CH:5][CH:6]=3)[N:8]=2)[C:14]([CH3:13])=[CH:15][CH:16]=1. The catalyst class is: 15. (6) Reactant: [NH2:1][C:2]1[CH:7]=[CH:6][C:5]([C:8]2[CH2:12][NH:11][C:10](=[O:13])[CH:9]=2)=[CH:4][C:3]=1[O:14][CH3:15]. Product: [NH2:1][C:2]1[CH:7]=[CH:6][C:5]([CH:8]2[CH2:12][NH:11][C:10](=[O:13])[CH2:9]2)=[CH:4][C:3]=1[O:14][CH3:15]. The catalyst class is: 29.